Dataset: Full USPTO retrosynthesis dataset with 1.9M reactions from patents (1976-2016). Task: Predict the reactants needed to synthesize the given product. Given the product [Cl:1][C:2]1[CH:18]=[CH:17][C:5]([C:6]([N:8]([C:10]2[CH:15]=[CH:14][CH:13]=[CH:12][C:11]=2[OH:16])[CH3:9])=[O:7])=[CH:4][C:3]=1[C:29]1[CH:34]=[N:33][C:32]([C:35]#[N:36])=[CH:31][C:30]=1[CH3:37], predict the reactants needed to synthesize it. The reactants are: [Cl:1][C:2]1[CH:18]=[CH:17][C:5]([C:6]([N:8]([C:10]2[CH:15]=[CH:14][CH:13]=[CH:12][C:11]=2[OH:16])[CH3:9])=[O:7])=[CH:4][C:3]=1B1OC(C)(C)C(C)(C)O1.Br[C:29]1[C:30]([CH3:37])=[CH:31][C:32]([C:35]#[N:36])=[N:33][CH:34]=1.C([O-])([O-])=O.[K+].[K+].